From a dataset of Catalyst prediction with 721,799 reactions and 888 catalyst types from USPTO. Predict which catalyst facilitates the given reaction. Reactant: F[C:2]1[CH:9]=[CH:8][C:7]([I:10])=[CH:6][C:3]=1[CH:4]=O.[C:11]([O:15]C)(=[O:14])[CH2:12][SH:13].C(=O)([O-])[O-].[K+].[K+]. Product: [I:10][C:7]1[CH:8]=[CH:9][C:2]2[S:13][C:12]([C:11]([OH:15])=[O:14])=[CH:4][C:3]=2[CH:6]=1. The catalyst class is: 9.